Dataset: Peptide-MHC class I binding affinity with 185,985 pairs from IEDB/IMGT. Task: Regression. Given a peptide amino acid sequence and an MHC pseudo amino acid sequence, predict their binding affinity value. This is MHC class I binding data. (1) The peptide sequence is LRMAKQNSR. The MHC is HLA-B27:05 with pseudo-sequence HLA-B27:05. The binding affinity (normalized) is 0.518. (2) The peptide sequence is TRVTAIEKYLK. The MHC is HLA-B27:05 with pseudo-sequence HLA-B27:05. The binding affinity (normalized) is 0.452. (3) The peptide sequence is RTGTRLLGR. The MHC is HLA-B35:01 with pseudo-sequence HLA-B35:01. The binding affinity (normalized) is 0.0847. (4) The peptide sequence is FYKRKAMAW. The binding affinity (normalized) is 0.0847. The MHC is HLA-B58:01 with pseudo-sequence HLA-B58:01. (5) The peptide sequence is SVGTGILFM. The MHC is HLA-A30:01 with pseudo-sequence HLA-A30:01. The binding affinity (normalized) is 0.